This data is from Reaction yield outcomes from USPTO patents with 853,638 reactions. The task is: Predict the reaction yield, written as a fraction of the theoretical maximum amount of product (1.0 means a 100% yield; for example, 0.34 means a 34% yield). (1) The reactants are [Br:1][C:2]1[CH:3]=[CH:4][C:5]([NH:8][C:9](=[O:20])[C:10]2[CH:15]=[CH:14][C:13](Cl)=[C:12]([N+:17]([O-:19])=[O:18])[CH:11]=2)=[N:6][CH:7]=1.[NH2:21][C:22]1[CH:27]=[CH:26][C:25]([SH:28])=[CH:24][CH:23]=1.O.O.O.C([O-])(=O)C.[Na+].O. The catalyst is C(O)C. The product is [NH2:21][C:22]1[CH:27]=[CH:26][C:25]([S:28][C:13]2[CH:14]=[CH:15][C:10]([C:9]([NH:8][C:5]3[CH:4]=[CH:3][C:2]([Br:1])=[CH:7][N:6]=3)=[O:20])=[CH:11][C:12]=2[N+:17]([O-:19])=[O:18])=[CH:24][CH:23]=1. The yield is 0.990. (2) The reactants are C([O:5][C:6]([C:8]1([CH2:13][CH2:14][CH2:15][CH2:16][C:17](=[O:34])[CH2:18][CH2:19][CH2:20][CH2:21][C:22]2([C:27]([O:29]CCCC)=[O:28])[CH2:26][CH2:25][CH2:24][CH2:23]2)[CH2:12][CH2:11][CH2:10][CH2:9]1)=[O:7])CCC.O[Li].O. No catalyst specified. The product is [C:27]([C:22]1([CH2:21][CH2:20][CH2:19][CH2:18][C:17](=[O:34])[CH2:16][CH2:15][CH2:14][CH2:13][C:8]2([C:6]([OH:7])=[O:5])[CH2:12][CH2:11][CH2:10][CH2:9]2)[CH2:23][CH2:24][CH2:25][CH2:26]1)([OH:29])=[O:28]. The yield is 0.950.